From a dataset of Peptide-MHC class I binding affinity with 185,985 pairs from IEDB/IMGT. Regression. Given a peptide amino acid sequence and an MHC pseudo amino acid sequence, predict their binding affinity value. This is MHC class I binding data. (1) The binding affinity (normalized) is 0.0847. The MHC is HLA-B08:03 with pseudo-sequence HLA-B08:03. The peptide sequence is GRTFGKLPY. (2) The peptide sequence is SPLHVFVAV. The MHC is HLA-B07:02 with pseudo-sequence HLA-B07:02. The binding affinity (normalized) is 0.635. (3) The peptide sequence is TTILGLLPM. The MHC is HLA-B27:05 with pseudo-sequence HLA-B27:05. The binding affinity (normalized) is 0.0847. (4) The peptide sequence is VYREQAETF. The MHC is H-2-Kd with pseudo-sequence H-2-Kd. The binding affinity (normalized) is 0.321.